Dataset: Full USPTO retrosynthesis dataset with 1.9M reactions from patents (1976-2016). Task: Predict the reactants needed to synthesize the given product. (1) Given the product [CH2:1]([O:3][C:4]1[CH:5]=[CH:6][C:7]([F:39])=[C:8]([N:10]2[CH2:15][CH2:14][C@@H:13]([O:16][C:17]3[CH:22]=[CH:21][C:20]([N:23]4[C@@H:27]([CH2:28][C:29]([OH:31])=[O:30])[C@H:26]([CH3:33])[C:25]([C:34]([F:36])([F:37])[F:35])=[N:24]4)=[CH:19][CH:18]=3)[C@H:12]([CH3:38])[CH2:11]2)[CH:9]=1)[CH3:2], predict the reactants needed to synthesize it. The reactants are: [CH2:1]([O:3][C:4]1[CH:5]=[CH:6][C:7]([F:39])=[C:8]([N:10]2[CH2:15][CH2:14][C@@H:13]([O:16][C:17]3[CH:22]=[CH:21][C:20]([N:23]4[C@@H:27]([CH2:28][C:29]([O:31]C)=[O:30])[C@H:26]([CH3:33])[C:25]([C:34]([F:37])([F:36])[F:35])=[N:24]4)=[CH:19][CH:18]=3)[C@H:12]([CH3:38])[CH2:11]2)[CH:9]=1)[CH3:2].[Li+].[OH-]. (2) Given the product [NH2:1][C:2]1[N:15]=[C:5]2[CH:6]=[C:7]([Br:14])[CH:8]=[C:9]([C:10]3[O:11][C:19]([CH2:18][C:17](=[O:21])[CH3:16])=[N:13][N:12]=3)[N:4]2[N:3]=1, predict the reactants needed to synthesize it. The reactants are: [NH2:1][C:2]1[N:15]=[C:5]2[CH:6]=[C:7]([Br:14])[CH:8]=[C:9]([C:10]([NH:12][NH2:13])=[O:11])[N:4]2[N:3]=1.[CH2:16]=[C:17]1[O:21][C:19](=O)[CH2:18]1.C1COCC1. (3) Given the product [F:5][C:6]1[CH:15]=[C:14]2[C:9]([C:10]([OH:16])=[C:11]([N+:1]([O-:4])=[O:2])[CH:12]=[N:13]2)=[CH:8][CH:7]=1, predict the reactants needed to synthesize it. The reactants are: [N+:1]([O-:4])(O)=[O:2].[F:5][C:6]1[CH:15]=[C:14]2[C:9]([C:10]([OH:16])=[CH:11][CH:12]=[N:13]2)=[CH:8][CH:7]=1.